From a dataset of NCI-60 drug combinations with 297,098 pairs across 59 cell lines. Regression. Given two drug SMILES strings and cell line genomic features, predict the synergy score measuring deviation from expected non-interaction effect. Drug 1: C1=C(C(=O)NC(=O)N1)N(CCCl)CCCl. Drug 2: CCN(CC)CCNC(=O)C1=C(NC(=C1C)C=C2C3=C(C=CC(=C3)F)NC2=O)C. Cell line: HOP-62. Synergy scores: CSS=16.5, Synergy_ZIP=-0.759, Synergy_Bliss=-4.42, Synergy_Loewe=-6.70, Synergy_HSA=-6.26.